From a dataset of Full USPTO retrosynthesis dataset with 1.9M reactions from patents (1976-2016). Predict the reactants needed to synthesize the given product. Given the product [O:8]1[C:7]2[CH:11]=[CH:12][C:4]([C:3]3[N:1]=[CH:2][O:31][C:30]=3[C:28]3[CH:27]=[CH:26][CH:25]=[C:24]([CH3:23])[N:29]=3)=[CH:5][C:6]=2[O:10][CH2:9]1, predict the reactants needed to synthesize it. The reactants are: [N+:1]([CH:3](S(C1C=CC(C)=CC=1)(=O)=O)[C:4]1[CH:12]=[CH:11][C:7]2[O:8][CH2:9][O:10][C:6]=2[CH:5]=1)#[C-:2].[CH3:23][C:24]1[N:29]=[C:28]([CH:30]=[O:31])[CH:27]=[CH:26][CH:25]=1.C(=O)([O-])[O-].[K+].[K+].O.